Dataset: Catalyst prediction with 721,799 reactions and 888 catalyst types from USPTO. Task: Predict which catalyst facilitates the given reaction. (1) Reactant: [F:1][CH:2]1[CH2:7][CH2:6][N:5]([C:8]([C:10]2[N:11]=[C:12]([C:15]([NH:17][NH:18][C:19](=O)[CH2:20][C:21]([CH3:27])([CH3:26])[C:22]([O:24][CH3:25])=[O:23])=[O:16])[S:13][CH:14]=2)=[O:9])[CH2:4][CH2:3]1.N1C=CC=CC=1.O(S(C(F)(F)F)(=O)=O)S(C(F)(F)F)(=O)=O. Product: [F:1][CH:2]1[CH2:7][CH2:6][N:5]([C:8]([C:10]2[N:11]=[C:12]([C:15]3[O:16][C:19]([CH2:20][C:21]([CH3:26])([CH3:27])[C:22]([O:24][CH3:25])=[O:23])=[N:18][N:17]=3)[S:13][CH:14]=2)=[O:9])[CH2:4][CH2:3]1. The catalyst class is: 2. (2) Reactant: [Cl:1][C:2]1[CH:3]=[C:4]2[C:9](=[CH:10][CH:11]=1)[O:8][CH:7]=[CH:6][C:5]2=O.S(O)(O)(=O)=O.[CH3:18][NH:19][NH2:20].C(N(CC)CC)C. Product: [Cl:1][C:2]1[CH:11]=[CH:10][C:9]([OH:8])=[C:4]([C:5]2[N:19]([CH3:18])[N:20]=[CH:7][CH:6]=2)[CH:3]=1. The catalyst class is: 8. (3) The catalyst class is: 4. Reactant: C([O:5][C:6](=[O:24])[CH:7]([N:11]([S:13]([C:16]1[CH:21]=[CH:20][C:19]([O:22][CH3:23])=[CH:18][CH:17]=1)(=[O:15])=[O:14])[CH3:12])[CH:8]([CH3:10])[CH3:9])(C)(C)C.FC(F)(F)C(O)=O. Product: [CH3:23][O:22][C:19]1[CH:20]=[CH:21][C:16]([S:13]([N:11]([CH3:12])[CH:7]([CH:8]([CH3:9])[CH3:10])[C:6]([OH:24])=[O:5])(=[O:15])=[O:14])=[CH:17][CH:18]=1. (4) Reactant: [Cl:1][C:2]1[CH:7]=[CH:6][CH:5]=[CH:4][C:3]=1[C:8]1[CH:13]=[CH:12][C:11]([C:14]([O:16]C)=[O:15])=[CH:10][C:9]=1[CH2:18][O:19][CH3:20].CO.O.O.[OH-].[Li+]. Product: [Cl:1][C:2]1[CH:7]=[CH:6][CH:5]=[CH:4][C:3]=1[C:8]1[CH:13]=[CH:12][C:11]([C:14]([OH:16])=[O:15])=[CH:10][C:9]=1[CH2:18][O:19][CH3:20]. The catalyst class is: 1. (5) Reactant: [CH2:1]([P:3]([OH:12])([CH2:5][CH:6]([CH3:11])[C:7]([O:9][CH3:10])=[O:8])=[O:4])[CH3:2].[O-]CCCC.[O-]CCCC.[O-]CCCC.[O-]CCCC.[Ti+4:33]. Product: [Ti:33].[CH2:1]([P:3]([OH:12])([CH2:5][CH:6]([CH3:11])[C:7]([O:9][CH3:10])=[O:8])=[O:4])[CH3:2]. The catalyst class is: 11. (6) Reactant: Cl.[Br:2][C:3]1[CH:4]=[C:5]2[C:9](=[CH:10][CH:11]=1)[CH2:8][C:7]1([CH2:16][CH2:15][CH:14]([CH:17]([F:19])[F:18])[CH2:13][CH2:12]1)[C:6]2=[N:20]S(C(C)(C)C)=O. Product: [Br:2][C:3]1[CH:4]=[C:5]2[C:9]([CH2:8][C:7]3([CH2:16][CH2:15][CH:14]([CH:17]([F:18])[F:19])[CH2:13][CH2:12]3)[C:6]2=[NH:20])=[CH:10][CH:11]=1. The catalyst class is: 12. (7) Reactant: [CH2:1]([O:3][C:4](=[O:23])[CH2:5][C@@H:6]([NH:13][C:14]1[C:19]([NH2:20])=[CH:18][CH:17]=[C:16]([C:21]#[N:22])[N:15]=1)[C:7]1[CH:12]=[CH:11][CH:10]=[CH:9][CH:8]=1)[CH3:2].C1N=CN([C:29](N2C=NC=C2)=[O:30])C=1.C1CCN2C(=NCCC2)CC1. Product: [CH2:1]([O:3][C:4](=[O:23])[CH2:5][C@@H:6]([N:13]1[C:14]2=[N:15][C:16]([C:21]#[N:22])=[CH:17][CH:18]=[C:19]2[NH:20][C:29]1=[O:30])[C:7]1[CH:8]=[CH:9][CH:10]=[CH:11][CH:12]=1)[CH3:2]. The catalyst class is: 1.